Task: Predict which catalyst facilitates the given reaction.. Dataset: Catalyst prediction with 721,799 reactions and 888 catalyst types from USPTO Reactant: N([O-])=O.[Na+].N[C:6]1[CH:19]=[CH:18][C:9]2[CH2:10][CH2:11][N:12]([C:15](=[O:17])[CH3:16])[CH2:13][CH2:14][C:8]=2[CH:7]=1.[C:20]([Cu])#[N:21].[C-]#N.[Na+]. Product: [C:20]([C:6]1[CH:19]=[CH:18][C:9]2[CH2:10][CH2:11][N:12]([C:15](=[O:17])[CH3:16])[CH2:13][CH2:14][C:8]=2[CH:7]=1)#[N:21]. The catalyst class is: 561.